From a dataset of Full USPTO retrosynthesis dataset with 1.9M reactions from patents (1976-2016). Predict the reactants needed to synthesize the given product. (1) Given the product [CH3:27][C:26]([CH3:29])([CH3:28])[CH2:25][CH2:24][NH:1][C:2]1[CH:7]=[CH:6][C:5]([N:8]2[C:16]3[CH:15]=[CH:14][N:13]=[CH:12][C:11]=3[N:10]=[C:9]2[C:17]2[C:18]([NH2:22])=[N:19][O:20][N:21]=2)=[CH:4][CH:3]=1, predict the reactants needed to synthesize it. The reactants are: [NH2:1][C:2]1[CH:7]=[CH:6][C:5]([N:8]2[C:16]3[CH:15]=[CH:14][N:13]=[CH:12][C:11]=3[N:10]=[C:9]2[C:17]2[C:18]([NH2:22])=[N:19][O:20][N:21]=2)=[CH:4][CH:3]=1.Cl[CH2:24][CH2:25][C:26]([CH3:29])([CH3:28])[CH3:27].[OH-].[K+]. (2) Given the product [CH2:3]([S:5]([C:8]1[CH:33]=[CH:32][C:11]([O:12][C:13]2[C:14]([C:28]([OH:30])=[O:29])=[CH:15][C:16]3[N:20]=[C:19]([C:21]4[CH:26]=[CH:25][CH:24]=[CH:23][N:22]=4)[NH:18][C:17]=3[CH:27]=2)=[CH:10][CH:9]=1)(=[O:6])=[O:7])[CH3:4], predict the reactants needed to synthesize it. The reactants are: [OH-].[Na+].[CH2:3]([S:5]([C:8]1[CH:33]=[CH:32][C:11]([O:12][C:13]2[C:14]([C:28]([O:30]C)=[O:29])=[CH:15][C:16]3[N:20]=[C:19]([C:21]4[CH:26]=[CH:25][CH:24]=[CH:23][N:22]=4)[NH:18][C:17]=3[CH:27]=2)=[CH:10][CH:9]=1)(=[O:7])=[O:6])[CH3:4].Cl. (3) Given the product [O:1]1[C:5]2[CH:6]=[CH:7][C:8]([C:10]3([C:13]([NH:15][C:16]4[CH:21]=[CH:20][C:19]([CH2:22][C:23]5[CH:28]=[CH:27][C:26]([O:29][CH3:30])=[CH:25][CH:24]=5)=[CH:18][N:17]=4)=[O:14])[CH2:12][CH2:11]3)=[CH:9][C:4]=2[O:3][CH2:2]1, predict the reactants needed to synthesize it. The reactants are: [O:1]1[C:5]2[CH:6]=[CH:7][C:8]([C:10]3([C:13]([NH:15][C:16]4[CH:21]=[CH:20][C:19]([CH2:22][C:23]5[CH:28]=[CH:27][CH:26]=[CH:25][CH:24]=5)=[CH:18][N:17]=4)=[O:14])[CH2:12][CH2:11]3)=[CH:9][C:4]=2[O:3][CH2:2]1.[O:29]1C2C=CC(C3(C(NC4C=CC(Br)=CN=4)=O)CC3)=CC=2O[CH2:30]1.[Cl-].COC1C=CC(C[Zn+])=CC=1. (4) Given the product [F:1][C:2]([F:16])([F:15])[C:3]1[S:7][C:6]2[C:8]([C:12]([NH2:23])=[O:13])=[CH:9][CH:10]=[CH:11][C:5]=2[CH:4]=1, predict the reactants needed to synthesize it. The reactants are: [F:1][C:2]([F:16])([F:15])[C:3]1[S:7][C:6]2[C:8]([C:12](Cl)=[O:13])=[CH:9][CH:10]=[CH:11][C:5]=2[CH:4]=1.O1CCOCC1.[NH3:23].O. (5) Given the product [C:1]([O:5][C:6]([N:8]1[CH2:13][CH2:12][N:11]([C:14]([O:16][C:17]([CH3:20])([CH3:19])[CH3:18])=[O:15])[CH2:10][CH:9]1[CH2:21][CH2:22][Br:44])=[O:7])([CH3:4])([CH3:3])[CH3:2], predict the reactants needed to synthesize it. The reactants are: [C:1]([O:5][C:6]([N:8]1[CH2:13][CH2:12][N:11]([C:14]([O:16][C:17]([CH3:20])([CH3:19])[CH3:18])=[O:15])[CH2:10][CH:9]1[CH2:21][CH2:22]O)=[O:7])([CH3:4])([CH3:3])[CH3:2].C1(P(C2C=CC=CC=2)C2C=CC=CC=2)C=CC=CC=1.C(Br)(Br)(Br)[Br:44]. (6) Given the product [S:15]([O:1][CH2:2][C@@H:3]1[CH2:7][CH2:6][CH2:5][N:4]1[C:8]([O:10][C:11]([CH3:14])([CH3:13])[CH3:12])=[O:9])([C:18]1[CH:24]=[CH:23][C:21]([CH3:22])=[CH:20][CH:19]=1)(=[O:17])=[O:16], predict the reactants needed to synthesize it. The reactants are: [OH:1][CH2:2][C@@H:3]1[CH2:7][CH2:6][CH2:5][N:4]1[C:8]([O:10][C:11]([CH3:14])([CH3:13])[CH3:12])=[O:9].[S:15](Cl)([C:18]1[CH:24]=[CH:23][C:21]([CH3:22])=[CH:20][CH:19]=1)(=[O:17])=[O:16]. (7) Given the product [NH:7]1[C:8]2[C:13](=[CH:12][CH:11]=[CH:10][CH:9]=2)[CH:14]=[CH:5][C:6]1=[O:1], predict the reactants needed to synthesize it. The reactants are: [OH:1]O.C([C:5]1[C:14](=O)[C:13]2[C:8](=[CH:9][CH:10]=[CH:11][CH:12]=2)[NH:7][C:6]=1CCCCCCC)=O.